Dataset: Forward reaction prediction with 1.9M reactions from USPTO patents (1976-2016). Task: Predict the product of the given reaction. (1) Given the reactants [F:1][C:2]1[CH:3]=[N:4][CH:5]=[C:6]([F:25])[C:7]=1[C:8]1[CH:9]=[C:10]2[NH:23][C:22](=[O:24])[NH:21][C:11]2=[N:12][C:13]=1[C:14]1[CH:19]=[CH:18][CH:17]=[CH:16][C:15]=1[F:20].[ClH:26], predict the reaction product. The product is: [ClH:26].[F:1][C:2]1[CH:3]=[N:4][CH:5]=[C:6]([F:25])[C:7]=1[C:8]1[CH:9]=[C:10]2[NH:23][C:22](=[O:24])[NH:21][C:11]2=[N:12][C:13]=1[C:14]1[CH:19]=[CH:18][CH:17]=[CH:16][C:15]=1[F:20]. (2) Given the reactants [C:1]([O:5][C:6]([N:8]1[CH2:13][CH2:12][N:11]([C:14]2C(=O)N(CC(C)C)N=C(C3C=CC(C)=C(F)C=3)C=2C)[CH2:10][CH2:9]1)=[O:7])([CH3:4])([CH3:3])[CH3:2].[F:34][C:35]1[CH:36]=[C:37]([C:43]2[C:44](C)=[C:45](OS(C)(=O)=O)[C:46](=[O:53])[N:47]([CH2:49][CH:50]([CH3:52])[CH3:51])[N:48]=2)[CH:38]=[CH:39][C:40]=1[O:41][CH3:42].N1(C(OC(C)(C)C)=O)CCNCC1, predict the reaction product. The product is: [C:1]([O:5][C:6]([N:8]1[CH2:13][CH2:12][N:11]([CH2:14][C:45]2[C:46](=[O:53])[N:47]([CH2:49][CH:50]([CH3:51])[CH3:52])[N:48]=[C:43]([C:37]3[CH:38]=[CH:39][C:40]([O:41][CH3:42])=[C:35]([F:34])[CH:36]=3)[CH:44]=2)[CH2:10][CH2:9]1)=[O:7])([CH3:4])([CH3:3])[CH3:2]. (3) Given the reactants [Cl:1][C:2]1[CH:7]=[CH:6][CH:5]=[CH:4][C:3]=1[N:8]1[C:17](=[O:18])[C:16]2[C:11](=[N:12][C:13](S(C)=O)=[N:14][CH:15]=2)[N:10]2[CH:22]=[CH:23][N:24]=[C:9]12.[Br:25][C:26]1[CH:32]=[CH:31][C:29]([NH2:30])=[CH:28][CH:27]=1.C([O-])(O)=O.[Na+], predict the reaction product. The product is: [Br:25][C:26]1[CH:32]=[CH:31][C:29]([NH:30][C:13]2[N:12]=[C:11]3[C:16]([C:17](=[O:18])[N:8]([C:3]4[CH:4]=[CH:5][CH:6]=[CH:7][C:2]=4[Cl:1])[C:9]4[N:10]3[CH:22]=[CH:23][N:24]=4)=[CH:15][N:14]=2)=[CH:28][CH:27]=1. (4) The product is: [CH3:20][N:19]1[C:15]([N:1]2[C:9]3[C:4](=[CH:5][CH:6]=[CH:7][CH:8]=3)[C:3]([C:10]([O:12][CH3:13])=[O:11])=[CH:2]2)=[CH:16][N:17]=[CH:18]1. Given the reactants [NH:1]1[C:9]2[C:4](=[CH:5][CH:6]=[CH:7][CH:8]=2)[C:3]([C:10]([O:12][CH3:13])=[O:11])=[CH:2]1.Br[C:15]1[N:19]([CH3:20])[CH:18]=[N:17][CH:16]=1.CN[C@@H]1CCCC[C@H]1NC.P([O-])([O-])([O-])=O.[K+].[K+].[K+], predict the reaction product. (5) Given the reactants [ClH:1].Cl.[NH2:3][CH:4]1[CH2:9][CH2:8][N:7]([CH2:10][C@H:11]2[N:21]3[C:22]4[N:13]([C:14](=[O:24])[CH:15]=[CH:16][C:17]=4[CH:18]=[CH:19][C:20]3=[O:23])[CH2:12]2)[CH2:6][CH2:5]1.C(N(CC)CC)C.[S:32]1[C:41]2[CH:40]=[C:39]([CH:42]=O)[N:38]=[CH:37][C:36]=2[O:35][CH2:34][CH2:33]1.[BH-](OC(C)=O)(OC(C)=O)OC(C)=O.[Na+].C([O-])(O)=O.[Na+], predict the reaction product. The product is: [ClH:1].[S:32]1[C:41]2[CH:40]=[C:39]([CH2:42][NH:3][CH:4]3[CH2:5][CH2:6][N:7]([CH2:10][C@H:11]4[N:21]5[C:22]6[N:13]([C:14](=[O:24])[CH:15]=[CH:16][C:17]=6[CH:18]=[CH:19][C:20]5=[O:23])[CH2:12]4)[CH2:8][CH2:9]3)[N:38]=[CH:37][C:36]=2[O:35][CH2:34][CH2:33]1. (6) The product is: [C:1]([O:5][C:6](=[O:31])[NH:7][C@@H:8]1[C:14](=[O:15])[N:13]([CH2:16][C:17]2[C:26]3[C:21](=[CH:22][CH:23]=[CH:24][CH:25]=3)[CH:20]=[CH:19][C:18]=2[CH3:32])[C:12]2[CH:27]=[CH:28][CH:29]=[CH:30][C:11]=2[NH:10][CH2:9]1)([CH3:4])([CH3:2])[CH3:3]. Given the reactants [C:1]([O:5][C:6](=[O:31])[NH:7][C@@H:8]1[C:14](=[O:15])[N:13]([CH2:16][C:17]2[C:26]3[C:21](=[CH:22][CH:23]=[CH:24][CH:25]=3)[CH:20]=[CH:19][CH:18]=2)[C:12]2[CH:27]=[CH:28][CH:29]=[CH:30][C:11]=2[NH:10][CH2:9]1)([CH3:4])([CH3:3])[CH3:2].[C:32](OC(=O)N)(C)(C)C.ClCC1C2C(=CC=CC=2)C=CC=1C, predict the reaction product. (7) Given the reactants [C:1]([O:5][C:6]([NH:8][CH:9]([C:34]1[CH:39]=[CH:38][CH:37]=[CH:36][CH:35]=1)[C:10]1[CH:11]=[C:12]([CH:31]=[CH:32][CH:33]=1)[O:13][CH2:14][CH:15]1[CH2:20][CH2:19][N:18](C(OCC2C=CC=CC=2)=O)[CH2:17][CH2:16]1)=[O:7])([CH3:4])([CH3:3])[CH3:2].CC1CC=CCC=1, predict the reaction product. The product is: [C:1]([O:5][C:6](=[O:7])[NH:8][CH:9]([C:34]1[CH:39]=[CH:38][CH:37]=[CH:36][CH:35]=1)[C:10]1[CH:33]=[CH:32][CH:31]=[C:12]([O:13][CH2:14][CH:15]2[CH2:16][CH2:17][NH:18][CH2:19][CH2:20]2)[CH:11]=1)([CH3:4])([CH3:2])[CH3:3]. (8) Given the reactants Cl[C:2]1[S:3][C:4]([C:13]#[N:14])=[CH:5][C:6]=1[CH:7]=[N:8][NH:9][C:10](=[O:12])[CH3:11].C([O-])(=O)C.[K+], predict the reaction product. The product is: [C:10]([N:9]1[C:2]2[S:3][C:4]([C:13]#[N:14])=[CH:5][C:6]=2[CH:7]=[N:8]1)(=[O:12])[CH3:11]. (9) The product is: [Cl:12][C:13]1[C:18]([N:19]2[CH2:20][CH2:21][CH:22]([C:25]3[CH:30]=[CH:29][CH:28]=[CH:27][C:26]=3[O:31][CH3:32])[CH2:23][CH2:24]2)=[CH:17][N:16]=[N:15][C:14]=1[NH:33][NH:34][C:9](=[O:11])[CH2:8][CH:5]1[CH2:6][CH2:7]1. Given the reactants S(Cl)(Cl)=O.[CH:5]1([CH2:8][C:9]([OH:11])=O)[CH2:7][CH2:6]1.[Cl:12][C:13]1[C:18]([N:19]2[CH2:24][CH2:23][CH:22]([C:25]3[CH:30]=[CH:29][CH:28]=[CH:27][C:26]=3[O:31][CH3:32])[CH2:21][CH2:20]2)=[CH:17][N:16]=[N:15][C:14]=1[NH:33][NH2:34].C(=O)(O)[O-].[Na+], predict the reaction product.